This data is from Full USPTO retrosynthesis dataset with 1.9M reactions from patents (1976-2016). The task is: Predict the reactants needed to synthesize the given product. (1) Given the product [C:23]([NH:27][C:20]([C:10]1[CH:11]=[C:12]([C:13]2[CH:18]=[CH:17][C:16]([CH3:19])=[CH:15][N:14]=2)[N:8]([C:5]2[N:6]=[N:7][C:2]([CH3:1])=[CH:3][CH:4]=2)[N:9]=1)=[O:22])([CH3:26])([CH3:25])[CH3:24], predict the reactants needed to synthesize it. The reactants are: [CH3:1][C:2]1[N:7]=[N:6][C:5]([N:8]2[C:12]([C:13]3[CH:18]=[CH:17][C:16]([CH3:19])=[CH:15][N:14]=3)=[CH:11][C:10]([C:20]([OH:22])=O)=[N:9]2)=[CH:4][CH:3]=1.[C:23]([NH2:27])([CH3:26])([CH3:25])[CH3:24]. (2) Given the product [Br:1][C:2]1[CH:3]=[CH:4][C:5]([CH:8]([NH:9][C:18](=[O:19])[O:20][C:21]([CH3:24])([CH3:23])[CH3:22])[CH:10]2[CH2:11][CH2:12]2)=[CH:6][CH:7]=1, predict the reactants needed to synthesize it. The reactants are: [Br:1][C:2]1[CH:7]=[CH:6][C:5]([CH:8]([CH:10]2[CH2:12][CH2:11]2)[NH2:9])=[CH:4][CH:3]=1.C1COCC1.[C:18](O[C:18]([O:20][C:21]([CH3:24])([CH3:23])[CH3:22])=[O:19])([O:20][C:21]([CH3:24])([CH3:23])[CH3:22])=[O:19].